This data is from Reaction yield outcomes from USPTO patents with 853,638 reactions. The task is: Predict the reaction yield, written as a fraction of the theoretical maximum amount of product (1.0 means a 100% yield; for example, 0.34 means a 34% yield). (1) The reactants are [CH2:1]([O:8][C:9]1[CH:10]=[C:11]([CH:27]=[C:28]([O:38][CH2:39][C:40]2[CH:45]=[CH:44][CH:43]=[CH:42][CH:41]=2)[C:29]=1[O:30][CH2:31][C:32]1[CH:37]=[CH:36][CH:35]=[CH:34][CH:33]=1)[C:12]([O:14][C:15]1[CH:20]=[CH:19][CH:18]=[C:17]([C:21]([O:23]CC=C)=[O:22])[CH:16]=1)=[O:13])[C:2]1[CH:7]=[CH:6][CH:5]=[CH:4][CH:3]=1.C1([SiH3])C=CC=CC=1.O. The catalyst is C(Cl)Cl.C1C=CC([P]([Pd]([P](C2C=CC=CC=2)(C2C=CC=CC=2)C2C=CC=CC=2)([P](C2C=CC=CC=2)(C2C=CC=CC=2)C2C=CC=CC=2)[P](C2C=CC=CC=2)(C2C=CC=CC=2)C2C=CC=CC=2)(C2C=CC=CC=2)C2C=CC=CC=2)=CC=1. The product is [CH2:1]([O:8][C:9]1[CH:10]=[C:11]([CH:27]=[C:28]([O:38][CH2:39][C:40]2[CH:45]=[CH:44][CH:43]=[CH:42][CH:41]=2)[C:29]=1[O:30][CH2:31][C:32]1[CH:33]=[CH:34][CH:35]=[CH:36][CH:37]=1)[C:12]([O:14][C:15]1[CH:16]=[C:17]([CH:18]=[CH:19][CH:20]=1)[C:21]([OH:23])=[O:22])=[O:13])[C:2]1[CH:7]=[CH:6][CH:5]=[CH:4][CH:3]=1. The yield is 0.680. (2) The reactants are [O:1]=[C:2]1[C:11]2[C:6](=[CH:7][C:8]([C:12]([O:14][CH3:15])=[O:13])=[CH:9][CH:10]=2)[N:5]=[C:4]([C:16]([O:18]CC2C=CC=CC=2)=[O:17])[NH:3]1. The catalyst is CO.C(OCC)(=O)C.[Pd]. The product is [CH3:15][O:14][C:12]([C:8]1[CH:7]=[C:6]2[C:11]([C:2](=[O:1])[NH:3][CH:4]([C:16]([OH:18])=[O:17])[NH:5]2)=[CH:10][CH:9]=1)=[O:13]. The yield is 0.900.